From a dataset of Catalyst prediction with 721,799 reactions and 888 catalyst types from USPTO. Predict which catalyst facilitates the given reaction. (1) Reactant: [OH:1][C@H:2]([CH2:6][C:7]1[CH:12]=[CH:11][CH:10]=[C:9]([CH3:13])[CH:8]=1)[C:3]([OH:5])=[O:4].[CH2:14](Br)[C:15]1[CH:20]=[CH:19][CH:18]=[CH:17][CH:16]=1.C(N(CC)CC)C. Product: [OH:1][C@H:2]([CH2:6][C:7]1[CH:12]=[CH:11][CH:10]=[C:9]([CH3:13])[CH:8]=1)[C:3]([O:5][CH2:14][C:15]1[CH:20]=[CH:19][CH:18]=[CH:17][CH:16]=1)=[O:4]. The catalyst class is: 25. (2) The catalyst class is: 10. Product: [N:18]1([CH:10]2[CH2:9][NH:8][CH2:7][CH:6]2[OH:5])[CH2:23][CH2:22][NH:21][CH2:20][CH2:19]1. Reactant: C(=O)(O)N.[O:5]1[CH:10]2[CH:6]1[CH2:7][NH:8][CH2:9]2.C([N:18]1[CH2:23][CH2:22][NH:21][CH2:20][CH2:19]1)(OC(C)(C)C)=O. (3) Reactant: [Cl:1][C:2]1[CH:3]=[C:4]([C:9]2[CH:14]=[CH:13][CH:12]=[C:11]([CH:15]([C:30]3([OH:36])[CH2:35][CH2:34][CH2:33][CH2:32][CH2:31]3)[CH2:16][N:17]3[CH2:22][CH2:21][N:20](C(OC(C)(C)C)=O)[CH2:19][CH2:18]3)[CH:10]=2)[CH:5]=[CH:6][C:7]=1[Cl:8].[ClH:37].CO. Product: [ClH:1].[ClH:37].[Cl:1][C:2]1[CH:3]=[C:4]([C:9]2[CH:14]=[CH:13][CH:12]=[C:11]([CH:15]([C:30]3([OH:36])[CH2:31][CH2:32][CH2:33][CH2:34][CH2:35]3)[CH2:16][N:17]3[CH2:22][CH2:21][NH:20][CH2:19][CH2:18]3)[CH:10]=2)[CH:5]=[CH:6][C:7]=1[Cl:8]. The catalyst class is: 27. (4) Reactant: [CH3:1][P:2](=[O:7])([O:5][CH3:6])[O:3][CH3:4].[Li]CCCC.[C:13](OC)(=[O:18])[CH2:14][CH2:15][CH2:16][CH3:17]. Product: [O:18]=[C:13]([CH2:14][CH2:15][CH2:16][CH3:17])[CH2:1][P:2](=[O:7])([O:5][CH3:6])[O:3][CH3:4]. The catalyst class is: 1. (5) Reactant: [Br:1][C:2]1[CH:14]=[CH:13][C:5]([O:6][CH:7]2[CH2:12][CH2:11][NH:10][CH2:9][CH2:8]2)=[C:4]([O:15][CH3:16])[CH:3]=1.[BH-](O[C:27]([CH3:29])=[O:28])(OC(C)=O)OC(C)=O.[Na+].Cl[CH2:32]CCl. Product: [Br:1][C:2]1[CH:14]=[CH:13][C:5]([O:6][CH:7]2[CH2:12][CH2:11][N:10]([CH:29]3[CH2:27][O:28][CH2:32]3)[CH2:9][CH2:8]2)=[C:4]([O:15][CH3:16])[CH:3]=1. The catalyst class is: 15. (6) Reactant: [CH3:1][S:2]([O:5][CH2:6][C@@H:7]([OH:15])[CH2:8][CH2:9][O:10][S:11]([CH3:14])(=[O:13])=[O:12])(=[O:4])=[O:3].[C:16]([Si:20](Cl)([C:27]1[CH:32]=[CH:31][CH:30]=[CH:29][CH:28]=1)[C:21]1[CH:26]=[CH:25][CH:24]=[CH:23][CH:22]=1)([CH3:19])([CH3:18])[CH3:17].N1C=CN=C1. Product: [CH3:1][S:2]([O:5][CH2:6][C@@H:7]([O:15][Si:20]([C:16]([CH3:19])([CH3:18])[CH3:17])([C:27]1[CH:28]=[CH:29][CH:30]=[CH:31][CH:32]=1)[C:21]1[CH:26]=[CH:25][CH:24]=[CH:23][CH:22]=1)[CH2:8][CH2:9][O:10][S:11]([CH3:14])(=[O:12])=[O:13])(=[O:3])=[O:4]. The catalyst class is: 3.